Predict the reaction yield, written as a fraction of the theoretical maximum amount of product (1.0 means a 100% yield; for example, 0.34 means a 34% yield). From a dataset of Reaction yield outcomes from USPTO patents with 853,638 reactions. The reactants are CN1CCOCC1.[CH3:8][O:9][C:10](=[O:54])[NH:11][C@@H:12]([C:16]([N:18]1[CH2:22][CH2:21][CH2:20][CH:19]1[C:23]1[NH:24][C:25]([C:28]2[CH:33]=[CH:32][C:31]([C:34]3[CH:39]=[CH:38][C:37]([C:40]4[NH:41][C:42]([CH2:45][N:46]5[CH2:51][CH2:50][CH2:49][CH:48]([NH2:52])[C:47]5=[O:53])=[N:43][CH:44]=4)=[CH:36][CH:35]=3)=[CH:30][CH:29]=2)=[CH:26][N:27]=1)=[O:17])[CH:13]([CH3:15])[CH3:14].Cl[C:56]([O:58][CH3:59])=[O:57]. The catalyst is ClCCl. The product is [CH3:59][O:58][C:56](=[O:57])[NH:52][C@@H:48]1[CH2:49][CH2:50][CH2:51][N:46]([CH2:45][C:42]2[NH:41][C:40]([C:37]3[CH:38]=[CH:39][C:34]([C:31]4[CH:30]=[CH:29][C:28]([C:25]5[NH:24][C:23]([CH:19]6[CH2:20][CH2:21][CH2:22][N:18]6[C:16](=[O:17])[CH:12]([NH:11][C:10]([O:9][CH3:8])=[O:54])[CH:13]([CH3:15])[CH3:14])=[N:27][CH:26]=5)=[CH:33][CH:32]=4)=[CH:35][CH:36]=3)=[CH:44][N:43]=2)[C:47]1=[O:53]. The yield is 0.320.